From a dataset of Reaction yield outcomes from USPTO patents with 853,638 reactions. Predict the reaction yield, written as a fraction of the theoretical maximum amount of product (1.0 means a 100% yield; for example, 0.34 means a 34% yield). The reactants are Cl[C:2]1[CH:7]=[CH:6][C:5]([N+:8]([O-])=O)=[CH:4][N:3]=1.[NH:11]1[CH2:16][CH2:15][CH2:14][CH:13]([NH:17][C:18](=[O:24])[O:19][C:20]([CH3:23])([CH3:22])[CH3:21])[CH2:12]1.C(N(CC)CC)C. The catalyst is C1COCC1. The product is [NH2:8][C:5]1[CH:6]=[CH:7][C:2]([N:11]2[CH2:16][CH2:15][CH2:14][CH:13]([NH:17][C:18](=[O:24])[O:19][C:20]([CH3:22])([CH3:21])[CH3:23])[CH2:12]2)=[N:3][CH:4]=1. The yield is 0.930.